This data is from Catalyst prediction with 721,799 reactions and 888 catalyst types from USPTO. The task is: Predict which catalyst facilitates the given reaction. (1) Reactant: [CH3:1][CH:2]([N:4]1[C:8]([C:9]2[N:10]=[C:11]3[N:21]([CH:22]=2)[CH2:20][CH2:19][O:18][C:17]2[C:12]3=[CH:13][C:14]([C:23](OC)=[O:24])=[CH:15][CH:16]=2)=[N:7][CH:6]=[N:5]1)[CH3:3].[H-].[H-].[H-].[H-].[Li+].[Al+3]. Product: [CH3:3][CH:2]([N:4]1[C:8]([C:9]2[N:10]=[C:11]3[N:21]([CH:22]=2)[CH2:20][CH2:19][O:18][C:17]2[C:12]3=[CH:13][C:14]([CH2:23][OH:24])=[CH:15][CH:16]=2)=[N:7][CH:6]=[N:5]1)[CH3:1]. The catalyst class is: 1. (2) Reactant: F[C:2]1[CH:7]=[CH:6][C:5]([N+:8]([O-:10])=[O:9])=[C:4]([CH3:11])[CH:3]=1.[OH-].[K+].[NH:14]1[CH:18]=[CH:17][N:16]=[CH:15]1. Product: [CH3:11][C:4]1[CH:3]=[C:2]([N:14]2[CH:18]=[CH:17][N:16]=[CH:15]2)[CH:7]=[CH:6][C:5]=1[N+:8]([O-:10])=[O:9]. The catalyst class is: 16. (3) Reactant: [O:1]1[C:5]2=[CH:6][N:7]=[C:8]([CH2:10][OH:11])[CH:9]=[C:4]2[CH:3]=[CH:2]1.[C:12](OC(=O)C)(=[O:14])[CH3:13]. Product: [C:12]([O:11][CH2:10][C:8]1[CH:9]=[C:4]2[CH:3]=[CH:2][O:1][C:5]2=[CH:6][N:7]=1)(=[O:14])[CH3:13]. The catalyst class is: 17. (4) Reactant: [CH3:1][N:2]1[CH:7]2[CH2:8][CH2:9][CH:3]1[CH2:4][NH:5][CH2:6]2.Cl[C:11]1[N:12]=[N:13][C:14]([C:17]2[CH:22]=[CH:21][CH:20]=[CH:19][CH:18]=2)=[CH:15][CH:16]=1. Product: [CH3:1][N:2]1[CH:7]2[CH2:8][CH2:9][CH:3]1[CH2:4][N:5]([C:11]1[N:12]=[N:13][C:14]([C:17]3[CH:18]=[CH:19][CH:20]=[CH:21][CH:22]=3)=[CH:15][CH:16]=1)[CH2:6]2. The catalyst class is: 74. (5) The catalyst class is: 476. Product: [CH3:34][S:35][C:36]1[CH:41]=[CH:40][C:39]([O:20][CH:21]2[CH2:22][CH2:23][N:24]([C:27]([O:29][C:30]([CH3:33])([CH3:32])[CH3:31])=[O:28])[CH2:25][CH2:26]2)=[CH:38][CH:37]=1. Reactant: N(C(OCC)=O)=NC(OCC)=O.C1(C)C=CC=CC=1.[OH:20][CH:21]1[CH2:26][CH2:25][N:24]([C:27]([O:29][C:30]([CH3:33])([CH3:32])[CH3:31])=[O:28])[CH2:23][CH2:22]1.[CH3:34][S:35][C:36]1[CH:41]=[CH:40][C:39](O)=[CH:38][CH:37]=1.C1(P(C2C=CC=CC=2)C2C=CC=CC=2)C=CC=CC=1. (6) Reactant: C([O:8][N:9]1[C:15](=[O:16])[N:14]2[CH2:17][C@H:10]1[CH2:11][CH2:12][C@H:13]2[C:18]([NH:20][O:21][CH2:22][CH2:23][C:24]1[CH:29]=[CH:28][CH:27]=[CH:26][N:25]=1)=[O:19])C1C=CC=CC=1.[H][H]. Product: [OH:8][N:9]1[C:15](=[O:16])[N:14]2[CH2:17][C@H:10]1[CH2:11][CH2:12][C@H:13]2[C:18]([NH:20][O:21][CH2:22][CH2:23][C:24]1[CH:29]=[CH:28][CH:27]=[CH:26][N:25]=1)=[O:19]. The catalyst class is: 19. (7) Reactant: [Cl:1][C:2]1[CH:3]=[C:4]([C:8]#[C:9][C@@H:10]2[N:14]3[CH2:15][CH2:16][N:17]([C:19]4[N:28]=[CH:27][CH:26]=[CH:25][C:20]=4[C:21]([O:23]C)=[O:22])[CH2:18][C@@H:13]3[CH2:12][CH2:11]2)[CH:5]=[CH:6][CH:7]=1.[Li+].[OH-].C1COCC1.Cl. Product: [Cl:1][C:2]1[CH:3]=[C:4]([C:8]#[C:9][C@@H:10]2[N:14]3[CH2:15][CH2:16][N:17]([C:19]4[N:28]=[CH:27][CH:26]=[CH:25][C:20]=4[C:21]([OH:23])=[O:22])[CH2:18][C@@H:13]3[CH2:12][CH2:11]2)[CH:5]=[CH:6][CH:7]=1. The catalyst class is: 315. (8) Reactant: [Cl:1][C:2]1[CH:3]=[CH:4][C:5]2[N:6]([CH:8]=[C:9]([CH3:11])[N:10]=2)[N:7]=1.[Br:12]N1C(=O)CCC1=O. Product: [Br:12][C:8]1[N:6]2[N:7]=[C:2]([Cl:1])[CH:3]=[CH:4][C:5]2=[N:10][C:9]=1[CH3:11]. The catalyst class is: 22.